This data is from Forward reaction prediction with 1.9M reactions from USPTO patents (1976-2016). The task is: Predict the product of the given reaction. (1) Given the reactants [CH3:1][O:2][CH:3](OC)[CH2:4][Br:5].[I-].[Na+].BrC1[CH:16]=[C:15]([F:17])[CH:14]=[CH:13][C:12]=1O.C(=O)([O-])[O-].[K+].[K+], predict the reaction product. The product is: [Br:5][C:4]1[C:3]2[O:2][CH:1]=[CH:12][C:13]=2[CH:14]=[C:15]([F:17])[CH:16]=1. (2) Given the reactants [C:1]([O:5][C:6](=[O:26])[NH:7][CH:8]1[CH2:13][CH2:12][CH:11]([CH2:14][NH:15][C:16]2[C:21]([N+:22]([O-:24])=[O:23])=[CH:20][N:19]=[C:18](Cl)[N:17]=2)[CH2:10][CH2:9]1)([CH3:4])([CH3:3])[CH3:2].[F:27][C:28]1[CH:29]=[C:30](NC)[C:31]([O:34][CH3:35])=[N:32][CH:33]=1.[CH:38]([N:41](C(C)C)CC)(C)C, predict the reaction product. The product is: [C:1]([O:5][C:6](=[O:26])[NH:7][CH:8]1[CH2:13][CH2:12][CH:11]([CH2:14][NH:15][C:16]2[C:21]([N+:22]([O-:24])=[O:23])=[CH:20][N:19]=[C:18]([NH:41][CH2:38][C:30]3[C:31]([O:34][CH3:35])=[N:32][CH:33]=[C:28]([F:27])[CH:29]=3)[N:17]=2)[CH2:10][CH2:9]1)([CH3:4])([CH3:3])[CH3:2]. (3) Given the reactants C(OC([NH:11][CH2:12][CH:13]1[CH2:18][CH2:17][CH:16]([C:19]([NH:21][C@H:22]([C:27]([O:29][CH3:30])=[O:28])[CH2:23][CH2:24][CH2:25][CH3:26])=[O:20])[CH2:15][CH2:14]1)=O)C1C=CC=CC=1, predict the reaction product. The product is: [NH2:11][CH2:12][CH:13]1[CH2:18][CH2:17][CH:16]([C:19]([NH:21][C@H:22]([C:27]([O:29][CH3:30])=[O:28])[CH2:23][CH2:24][CH2:25][CH3:26])=[O:20])[CH2:15][CH2:14]1. (4) Given the reactants [CH2:1]([O:3][C:4]([N:6]1[CH2:11][CH2:10][C:9](=O)[CH:8](Br)[CH2:7]1)=[O:5])[CH3:2].[C:14]([NH2:24])(=[O:23])/[CH:15]=[CH:16]/[C:17]1[CH:22]=[CH:21][CH:20]=[CH:19][CH:18]=1, predict the reaction product. The product is: [CH2:1]([O:3][C:4]([N:6]1[CH2:11][CH2:10][C:9]2[N:24]=[C:14](/[CH:15]=[CH:16]/[C:17]3[CH:22]=[CH:21][CH:20]=[CH:19][CH:18]=3)[O:23][C:8]=2[CH2:7]1)=[O:5])[CH3:2]. (5) Given the reactants Br[CH2:2][C:3]([C:5]1[CH:10]=[CH:9][CH:8]=[C:7]([Cl:11])[CH:6]=1)=O.[O:12]=[C:13]1[C:21]2[C:16](=[CH:17][CH:18]=[CH:19][CH:20]=2)[C:15](=[O:22])[N:14]1[CH2:23][C:24]([NH2:26])=[S:25], predict the reaction product. The product is: [Cl:11][C:7]1[CH:6]=[C:5]([C:3]2[N:26]=[C:24]([CH2:23][N:14]3[C:13](=[O:12])[C:21]4[C:16](=[CH:17][CH:18]=[CH:19][CH:20]=4)[C:15]3=[O:22])[S:25][CH:2]=2)[CH:10]=[CH:9][CH:8]=1. (6) Given the reactants [Br:1]Br.[O:3]=[C:4]([CH2:10][CH2:11][CH3:12])[CH2:5][C:6]([O:8][CH3:9])=[O:7], predict the reaction product. The product is: [Br:1][CH:10]([CH2:11][CH3:12])[C:4](=[O:3])[CH2:5][C:6]([O:8][CH3:9])=[O:7].